The task is: Predict the product of the given reaction.. This data is from Forward reaction prediction with 1.9M reactions from USPTO patents (1976-2016). (1) Given the reactants [C:1]([O:9][CH2:10][CH3:11])(OCC)(OCC)[CH3:2].[NH2:12][C:13]1[CH:35]=[CH:34][C:16]([CH2:17][N:18]2[C:22](=[O:23])[N:21]([C:24]3[CH:29]=[CH:28][C:27]([C:30]([F:33])([F:32])[F:31])=[CH:26][CH:25]=3)[N:20]=[N:19]2)=[CH:15][C:14]=1[CH3:36], predict the reaction product. The product is: [CH3:36][C:14]1[CH:15]=[C:16]([CH2:17][N:18]2[C:22](=[O:23])[N:21]([C:24]3[CH:25]=[CH:26][C:27]([C:30]([F:33])([F:32])[F:31])=[CH:28][CH:29]=3)[N:20]=[N:19]2)[CH:34]=[CH:35][C:13]=1[N:12]=[C:1]([O:9][CH2:10][CH3:11])[CH3:2]. (2) Given the reactants [Br:1][C:2]1[CH:3]=[C:4]([NH:9][C:10](=[O:12])[CH3:11])[C:5]([CH3:8])=[N:6][CH:7]=1.C([O-])(=O)C.[K+].CC([N+:22]([O-])=O)(C)C.C(OC(=O)C)(=O)C, predict the reaction product. The product is: [Br:1][C:2]1[CH:3]=[C:4]2[N:9]([C:10](=[O:12])[CH3:11])[N:22]=[CH:8][C:5]2=[N:6][CH:7]=1. (3) Given the reactants [C:1]([N:4]1[C:13]2[C:8](=[CH:9][C:10]([C:14](O)=[O:15])=[CH:11][CH:12]=2)[C@H:7]([NH:17][C:18]2[CH:23]=[CH:22][C:21]([N:24]3[CH2:29][CH2:28][O:27][CH2:26][CH2:25]3)=[CH:20][CH:19]=2)[CH2:6][C@@H:5]1[CH3:30])(=[O:3])[CH3:2].[CH:31]([NH2:34])([CH3:33])[CH3:32], predict the reaction product. The product is: [C:1]([N:4]1[C:13]2[C:8](=[CH:9][C:10]([C:14]([NH:34][CH:31]([CH3:33])[CH3:32])=[O:15])=[CH:11][CH:12]=2)[C@H:7]([NH:17][C:18]2[CH:23]=[CH:22][C:21]([N:24]3[CH2:25][CH2:26][O:27][CH2:28][CH2:29]3)=[CH:20][CH:19]=2)[CH2:6][C@@H:5]1[CH3:30])(=[O:3])[CH3:2].